From a dataset of Catalyst prediction with 721,799 reactions and 888 catalyst types from USPTO. Predict which catalyst facilitates the given reaction. (1) Product: [NH2:4][C:3]1[C:2]([Cl:1])=[CH:11][C:10]([F:12])=[C:9]([N:13]2[C:18](=[O:19])[CH:17]=[C:16]([C:20]([F:23])([F:22])[F:21])[N:15]([CH3:24])[C:14]2=[O:25])[CH:8]=1. Reactant: [Cl:1][C:2]1[CH:11]=[C:10]([F:12])[C:9]([N:13]2[C:18](=[O:19])[CH:17]=[C:16]([C:20]([F:23])([F:22])[F:21])[N:15]([CH3:24])[C:14]2=[O:25])=[CH:8][C:3]=1[NH:4]C(=O)C.Cl. The catalyst class is: 199. (2) Reactant: [Na].[N+:2]([C:5]1[CH:10]=[C:9]([O:11][CH3:12])[C:8]([OH:13])=[CH:7][CH:6]=1)([O-:4])=[O:3].[CH2:14](Br)[CH:15]=C.[CH2:18](Cl)Cl.CCCCCC. Product: [CH2:12]([O:11][C:9]1[CH:10]=[C:5]([N+:2]([O-:4])=[O:3])[CH:6]=[CH:7][C:8]=1[O:13][CH3:18])[CH:14]=[CH2:15]. The catalyst class is: 9. (3) Reactant: [CH:1]1([CH:7]([C:9]2[O:10][C:11]([C:15]3[CH:20]=[CH:19][C:18]([C:21]([F:24])([F:23])[F:22])=[CH:17][CH:16]=3)=[CH:12][C:13]=2[CH3:14])O)[CH2:6][CH2:5][CH2:4][CH2:3][CH2:2]1.C(Cl)(=O)C([Cl:28])=O.C(N(CC)CC)C.O. Product: [Cl:28][CH:7]([CH:1]1[CH2:6][CH2:5][CH2:4][CH2:3][CH2:2]1)[C:9]1[O:10][C:11]([C:15]2[CH:20]=[CH:19][C:18]([C:21]([F:24])([F:23])[F:22])=[CH:17][CH:16]=2)=[CH:12][C:13]=1[CH3:14]. The catalyst class is: 4. (4) Reactant: [C:1]([C:3]1[CH:17]=[CH:16][C:6]([O:7][C:8]([CH3:15])([CH3:14])[C:9]([O:11]CC)=[O:10])=[CH:5][CH:4]=1)#[N:2].CO.O.[OH-].[Li+]. Product: [C:1]([C:3]1[CH:17]=[CH:16][C:6]([O:7][C:8]([CH3:14])([CH3:15])[C:9]([OH:11])=[O:10])=[CH:5][CH:4]=1)#[N:2]. The catalyst class is: 30. (5) Reactant: [N:1]1([C:7]2[N:12]=[CH:11][C:10]([C:13]3[CH:14]=[CH:15][C:16]([N+:20]([O-])=O)=[C:17]([CH:19]=3)[NH2:18])=[CH:9][CH:8]=2)[CH2:6][CH2:5][O:4][CH2:3][CH2:2]1. Product: [N:1]1([C:7]2[N:12]=[CH:11][C:10]([C:13]3[CH:19]=[C:17]([NH2:18])[C:16]([NH2:20])=[CH:15][CH:14]=3)=[CH:9][CH:8]=2)[CH2:6][CH2:5][O:4][CH2:3][CH2:2]1. The catalyst class is: 696. (6) Reactant: [K].[C:2]1(=[O:12])[NH:6][C:5](=[O:7])[C:4]2=[CH:8][CH:9]=[CH:10][CH:11]=[C:3]12.Br[CH2:14][CH2:15][C:16]1[CH:23]=[CH:22][C:19]([CH:20]=[O:21])=[CH:18][CH:17]=1.O. Product: [O:7]=[C:5]1[C:4]2[C:3](=[CH:11][CH:10]=[CH:9][CH:8]=2)[C:2](=[O:12])[N:6]1[CH2:14][CH2:15][C:16]1[CH:23]=[CH:22][C:19]([CH:20]=[O:21])=[CH:18][CH:17]=1. The catalyst class is: 695. (7) Reactant: C([O:3][C:4](=[O:31])[C:5]1[CH:10]=[CH:9][C:8]([O:11][CH2:12][CH2:13][CH2:14][CH:15]2[CH2:20][CH2:19][N:18]([C:21]3[N:26]=[CH:25][C:24]([CH:27]([CH3:29])[CH3:28])=[CH:23][N:22]=3)[CH2:17][CH2:16]2)=[N:7][C:6]=1[CH3:30])C.[OH-].[Na+].Cl. Product: [CH:27]([C:24]1[CH:23]=[N:22][C:21]([N:18]2[CH2:17][CH2:16][CH:15]([CH2:14][CH2:13][CH2:12][O:11][C:8]3[CH:9]=[CH:10][C:5]([C:4]([OH:31])=[O:3])=[C:6]([CH3:30])[N:7]=3)[CH2:20][CH2:19]2)=[N:26][CH:25]=1)([CH3:28])[CH3:29]. The catalyst class is: 24.